From a dataset of Catalyst prediction with 721,799 reactions and 888 catalyst types from USPTO. Predict which catalyst facilitates the given reaction. (1) Reactant: [CH3:1][O:2][C@@H:3]([C@@H:12]([NH:17][CH3:18])[C@@H:13]([CH3:16])[CH2:14][CH3:15])[CH2:4][C:5]([O:7][C:8]([CH3:11])([CH3:10])[CH3:9])=[O:6].[CH2:19]([O:26][C:27]([NH:29][C@H:30]([C:34]([OH:36])=O)[CH:31]([CH3:33])[CH3:32])=[O:28])[C:20]1[CH:25]=[CH:24][CH:23]=[CH:22][CH:21]=1.F[B-](F)(F)F.BrC1C=CC=C[N+]=1CC.C(N(CC)C(C)C)(C)C.[Cl-].[Na+]. Product: [CH2:19]([O:26][C:27]([NH:29][C@H:30]([C:34]([N:17]([CH3:18])[C@@H:12]([C@@H:13]([CH3:16])[CH2:14][CH3:15])[C@H:3]([O:2][CH3:1])[CH2:4][C:5]([O:7][C:8]([CH3:11])([CH3:10])[CH3:9])=[O:6])=[O:36])[CH:31]([CH3:32])[CH3:33])=[O:28])[C:20]1[CH:21]=[CH:22][CH:23]=[CH:24][CH:25]=1. The catalyst class is: 4. (2) Product: [CH3:25][NH:26][C:21](=[O:23])[CH2:20][CH2:19][CH2:18][O:17][C:5]1[CH:6]=[CH:7][C:8]2[C:9]([C:13]([F:16])([F:15])[F:14])=[N:10][O:11][C:12]=2[C:4]=1[CH2:1][CH2:2][CH3:3]. The catalyst class is: 79. Reactant: [CH2:1]([C:4]1[C:12]2[O:11][N:10]=[C:9]([C:13]([F:16])([F:15])[F:14])[C:8]=2[CH:7]=[CH:6][C:5]=1[O:17][CH2:18][CH2:19][CH2:20][C:21]([OH:23])=O)[CH2:2][CH3:3].C1N=C[N:26](C(N2C=NC=C2)=O)[CH:25]=1.CN. (3) Reactant: O.NN.[CH3:4][NH:5][C:6]([C:8]1[C:9]2[C:10](=[O:33])[C@H:11]([O:29]C(=O)C)[C@@H:12]([C:23]3[CH:28]=[CH:27][CH:26]=[CH:25][CH:24]=3)[NH:13][C:14]=2[C:15]2[N:20]=[C:19]([CH3:21])[N:18]([CH3:22])[C:16]=2[CH:17]=1)=[O:7].O. Product: [CH3:4][NH:5][C:6]([C:8]1[C:9]2[C:10](=[O:33])[C@H:11]([OH:29])[C@@H:12]([C:23]3[CH:28]=[CH:27][CH:26]=[CH:25][CH:24]=3)[NH:13][C:14]=2[C:15]2[N:20]=[C:19]([CH3:21])[N:18]([CH3:22])[C:16]=2[CH:17]=1)=[O:7]. The catalyst class is: 5. (4) The catalyst class is: 54. Reactant: [Br:1][C:2]1[C:16]([F:17])=[CH:15][C:5]([C:6]([NH:8][C:9]([NH:11][CH:12]2[CH2:14][CH2:13]2)=[O:10])=[O:7])=[C:4](F)[C:3]=1[CH3:19].C[Si]([N-][Si](C)(C)C)(C)C.[K+].C1OCCOCCOCCOCCOCCOC1. Product: [Br:1][C:2]1[C:3]([CH3:19])=[C:4]2[C:5]([C:6](=[O:7])[NH:8][C:9](=[O:10])[N:11]2[CH:12]2[CH2:14][CH2:13]2)=[CH:15][C:16]=1[F:17]. (5) Reactant: Br[C:2]1[C:7](=[O:8])[N:6]([CH2:9][C:10]2[CH:15]=[CH:14][C:13]([C:16]3[C:17]([C:22]#[N:23])=[CH:18][CH:19]=[CH:20][CH:21]=3)=[CH:12][C:11]=2[F:24])[C:5]([CH2:25][CH2:26][CH3:27])=[N:4][C:3]=1[CH3:28].[CH:29]([O:32][C:33]1[CH:38]=[CH:37][C:36](B(O)O)=[CH:35][CH:34]=1)([CH3:31])[CH3:30].C(=O)([O-])[O-].[Cs+].[Cs+]. Product: [F:24][C:11]1[CH:12]=[C:13]([C:16]2[C:17]([C:22]#[N:23])=[CH:18][CH:19]=[CH:20][CH:21]=2)[CH:14]=[CH:15][C:10]=1[CH2:9][N:6]1[C:7](=[O:8])[C:2]([C:36]2[CH:37]=[CH:38][C:33]([O:32][CH:29]([CH3:31])[CH3:30])=[CH:34][CH:35]=2)=[C:3]([CH3:28])[N:4]=[C:5]1[CH2:25][CH2:26][CH3:27]. The catalyst class is: 439. (6) The catalyst class is: 1. Reactant: [Br:1][C:2]1[CH:11]=[C:10]2[C:5]([C:6](=[O:17])[CH2:7][CH:8]([C:12]3[O:13][CH:14]=[CH:15][CH:16]=3)[O:9]2)=[CH:4][CH:3]=1. Product: [Br:1][C:2]1[CH:11]=[C:10]2[C:5]([CH:6]([OH:17])[CH2:7][CH:8]([C:12]3[O:13][CH:14]=[CH:15][CH:16]=3)[O:9]2)=[CH:4][CH:3]=1.